Dataset: Full USPTO retrosynthesis dataset with 1.9M reactions from patents (1976-2016). Task: Predict the reactants needed to synthesize the given product. (1) Given the product [Cl:2][C:3]1[CH:4]=[C:5]([CH:8]=[CH:9][CH:10]=1)[C@H:6]1[O:1][CH2:7]1, predict the reactants needed to synthesize it. The reactants are: [OH2:1].[Cl:2][C:3]1[CH:4]=[C:5]([CH:8]=[CH:9][CH:10]=1)[CH:6]=[CH2:7].[OH-].[Na+]. (2) Given the product [OH:4][C:3]1[C:2]([CH3:1])=[C:8]([OH:9])[CH:7]=[C:6]([CH3:10])[C:5]=1[C:11](=[O:14])[CH2:12][CH3:13], predict the reactants needed to synthesize it. The reactants are: [CH3:1][C:2]1[C:8]([OH:9])=[CH:7][C:6]([CH3:10])=[CH:5][C:3]=1[OH:4].[C:11](O[C:11](=[O:14])[CH2:12][CH3:13])(=[O:14])[CH2:12][CH3:13].O.